From a dataset of Catalyst prediction with 721,799 reactions and 888 catalyst types from USPTO. Predict which catalyst facilitates the given reaction. (1) Reactant: [Br:1][C:2]1[N:7]=[CH:6][C:5]([OH:8])=[CH:4][CH:3]=1.F[C:10]1[CH:17]=[CH:16][C:13]([C:14]#[N:15])=[CH:12][CH:11]=1.C([O-])([O-])=O.[K+].[K+]. Product: [Br:1][C:2]1[N:7]=[CH:6][C:5]([O:8][C:10]2[CH:17]=[CH:16][C:13]([C:14]#[N:15])=[CH:12][CH:11]=2)=[CH:4][CH:3]=1. The catalyst class is: 3. (2) Reactant: [CH3:1][C@H:2]1[C@H:28](C)[C@@H:27]2[C@@:5]([C:31]([OH:33])=[O:32])([CH2:6][CH2:7][C@@:8]3([CH3:30])[C@:13]4([CH3:26])[CH2:14][CH2:15][C@H:16]5[C:21]([CH3:23])([CH3:22])[C@@H:20]([OH:24])[CH2:19][CH2:18][C@:17]5([CH3:25])[C@H:12]4[CH2:11][CH:10]=[C:9]32)[CH2:4][CH2:3]1.[CH3:34][O-].[Na+:36]. Product: [CH3:25][C@@:17]12[C@H:12]3[CH2:11][CH:10]=[C:9]4[C@@H:27]5[CH2:28][C:2]([CH3:34])([CH3:1])[CH2:3][CH2:4][C@:5]5([C:31]([O-:33])=[O:32])[CH2:6][CH2:7][C@@:8]4([CH3:30])[C@:13]3([CH3:26])[CH2:14][CH2:15][C@H:16]1[C:21]([CH3:22])([CH3:23])[C@@H:20]([OH:24])[CH2:19][CH2:18]2.[Na+:36]. The catalyst class is: 254. (3) The catalyst class is: 62. Product: [CH:22]([OH:28])=[O:23].[C:1]([N:4]1[C:13]2[C:8](=[CH:9][C:10]([C:14]3[CH:15]=[N:16][N:17]([CH2:19][CH2:20][N:21]([CH3:29])[C:22](=[O:28])[O:23][C:24]([CH3:25])([CH3:26])[CH3:27])[CH:18]=3)=[CH:11][CH:12]=2)[C@H:7]([NH:30][C:33]2[CH:38]=[CH:37][CH:36]=[CH:35][N:34]=2)[CH2:6][C@@H:5]1[CH3:31])(=[O:3])[CH3:2]. Reactant: [C:1]([N:4]1[C:13]2[C:8](=[CH:9][C:10]([C:14]3[CH:15]=[N:16][N:17]([CH2:19][CH2:20][N:21]([CH3:29])[C:22](=[O:28])[O:23][C:24]([CH3:27])([CH3:26])[CH3:25])[CH:18]=3)=[CH:11][CH:12]=2)[C@H:7]([NH2:30])[CH2:6][C@@H:5]1[CH3:31])(=[O:3])[CH3:2].Br[C:33]1[CH:38]=[CH:37][CH:36]=[CH:35][N:34]=1.C1(P(C2CCCCC2)C2C=CC=CC=2C2C(N(C)C)=CC=CC=2)CCCCC1.CC(C)([O-])C.[Na+]. (4) Reactant: [CH3:1][CH:2]([O:9][CH2:10][CH2:11][CH2:12][CH2:13][CH:14]1OCC[O:15]1)[CH2:3][CH2:4][CH2:5][CH:6]([CH3:8])[CH3:7].C(O)(=O)C.O1CCCC1.C(=O)([O-])[O-].[Na+].[Na+]. Product: [CH3:1][CH:2]([O:9][CH2:10][CH2:11][CH2:12][CH2:13][CH:14]=[O:15])[CH2:3][CH2:4][CH2:5][CH:6]([CH3:7])[CH3:8]. The catalyst class is: 6. (5) Reactant: [N:1]([CH2:4][C@@H:5]1[CH2:14][C:13]2[C:8](=[CH:9][CH:10]=[CH:11][CH:12]=2)[CH2:7][N:6]1[C:15]([O:17][CH2:18][C:19]1[CH:24]=[CH:23][CH:22]=[CH:21][CH:20]=1)=[O:16])=[N+]=[N-].C1(P(C2C=CC=CC=2)C2C=CC=CC=2)C=CC=CC=1.O. Product: [NH2:1][CH2:4][C@@H:5]1[CH2:14][C:13]2[C:8](=[CH:9][CH:10]=[CH:11][CH:12]=2)[CH2:7][N:6]1[C:15]([O:17][CH2:18][C:19]1[CH:24]=[CH:23][CH:22]=[CH:21][CH:20]=1)=[O:16]. The catalyst class is: 1. (6) Reactant: C[O:2][C:3]([C:5]1[CH:10]=[CH:9][N:8]2[CH:11]=[CH:12][N:13]=[C:7]2[CH:6]=1)=O.[H-].[H-].[H-].[H-].[Li+].[Al+3].[OH-].[Na+]. Product: [N:13]1[CH:12]=[CH:11][N:8]2[CH:9]=[CH:10][C:5]([CH2:3][OH:2])=[CH:6][C:7]=12. The catalyst class is: 1.